Dataset: Forward reaction prediction with 1.9M reactions from USPTO patents (1976-2016). Task: Predict the product of the given reaction. (1) Given the reactants [NH2:1][C:2]1[CH:3]=[N:4][CH:5]=[C:6]([Br:8])[CH:7]=1.[C:9]1(=O)[O:14][C:12](=[O:13])[C:11]2=[CH:15][CH:16]=[CH:17][CH:18]=[C:10]12, predict the reaction product. The product is: [Br:8][C:6]1[CH:7]=[C:2]([N:1]2[C:12](=[O:13])[C:11]3[C:10](=[CH:18][CH:17]=[CH:16][CH:15]=3)[C:9]2=[O:14])[CH:3]=[N:4][CH:5]=1. (2) The product is: [CH:28]([N:27]1[C:21]2[CH:20]=[C:19]([NH:1][C:2]3[CH:7]=[CH:6][N:5]=[C:4]([N:8]4[CH2:13][C@H:12]([F:14])[C@H:11]([OH:15])[C:10]([CH3:17])([CH3:16])[CH2:9]4)[N:3]=3)[N:24]=[CH:23][C:22]=2[C:25]([C:32]([NH:34][CH:35]2[CH2:40][CH2:39][O:38][CH2:37][CH2:36]2)=[O:33])=[CH:26]1)([CH2:30][CH3:31])[CH3:29]. Given the reactants [NH2:1][C:2]1[CH:7]=[CH:6][N:5]=[C:4]([N:8]2[CH2:13][C@H:12]([F:14])[C@H:11]([OH:15])[C:10]([CH3:17])([CH3:16])[CH2:9]2)[N:3]=1.Br[C:19]1[N:24]=[CH:23][C:22]2[C:25]([C:32]([NH:34][CH:35]3[CH2:40][CH2:39][O:38][CH2:37][CH2:36]3)=[O:33])=[CH:26][N:27]([CH:28]([CH2:30][CH3:31])[CH3:29])[C:21]=2[CH:20]=1, predict the reaction product. (3) Given the reactants Br[C:2]1[N:7]=[CH:6][C:5]([CH:8]2[C:17]3[C:12](=[CH:13][C:14]([O:18][CH2:19][CH2:20][CH2:21][N:22]4[CH2:27][CH2:26][CH:25]([F:28])[CH2:24][CH2:23]4)=[CH:15][CH:16]=3)[CH2:11][N:10]([CH3:29])[CH2:9]2)=[CH:4][CH:3]=1.[NH:30]([CH2:34]CO)[CH2:31]CO, predict the reaction product. The product is: [F:28][CH:25]1[CH2:26][CH2:27][N:22]([CH2:21][CH2:20][CH2:19][O:18][C:14]2[CH:13]=[C:12]3[C:17]([CH:8]([C:5]4[CH:4]=[CH:3][C:2]([N:30]([CH3:34])[CH3:31])=[N:7][CH:6]=4)[CH2:9][N:10]([CH3:29])[CH2:11]3)=[CH:16][CH:15]=2)[CH2:23][CH2:24]1. (4) Given the reactants [Cl:1][C:2]1[CH:19]=[CH:18][C:5]2[NH:6][C:7](=[O:17])[CH2:8][N:9]=[C:10]([C:11]3[CH:16]=[CH:15][CH:14]=[CH:13][CH:12]=3)[C:4]=2[CH:3]=1.[C:20]([O:23][CH2:24]Br)(=[O:22])[CH3:21], predict the reaction product. The product is: [Cl:1][C:2]1[CH:19]=[CH:18][C:5]2[N:6]([CH2:24][O:23][C:20](=[O:22])[CH3:21])[C:7](=[O:17])[CH2:8][N:9]=[C:10]([C:11]3[CH:16]=[CH:15][CH:14]=[CH:13][CH:12]=3)[C:4]=2[CH:3]=1.